From a dataset of Forward reaction prediction with 1.9M reactions from USPTO patents (1976-2016). Predict the product of the given reaction. (1) The product is: [Br:13][C:14]1[CH:15]=[C:16]([CH:20]=[CH:21][CH:22]=1)[CH2:17][CH2:18][NH:19][C:10](=[O:12])[CH2:9][NH:8][C:1](=[O:2])[O:3][C:4]([CH3:5])([CH3:6])[CH3:7]. Given the reactants [C:1]([NH:8][CH2:9][C:10]([OH:12])=O)([O:3][C:4]([CH3:7])([CH3:6])[CH3:5])=[O:2].[Br:13][C:14]1[CH:15]=[C:16]([CH:20]=[CH:21][CH:22]=1)[CH2:17][CH2:18][NH2:19].C(=O)([O-])O.[Na+].C(OCC)(=O)C, predict the reaction product. (2) Given the reactants [CH3:1][C:2]1[CH:7]=[CH:6][CH:5]=[CH:4][C:3]=1/[CH:8]=[CH:9]/[C:10]1[CH:15]=[CH:14][N:13]=[CH:12][C:11]=1[C:16]([O:18][CH2:19][CH3:20])=[O:17], predict the reaction product. The product is: [CH3:1][C:2]1[CH:7]=[CH:6][CH:5]=[CH:4][C:3]=1[CH2:8][CH2:9][C:10]1[CH:15]=[CH:14][N:13]=[CH:12][C:11]=1[C:16]([O:18][CH2:19][CH3:20])=[O:17]. (3) Given the reactants [CH3:1][C:2]1[CH:7]=[CH:6][N:5]=[CH:4][C:3]=1[N:8]1[CH2:12][CH2:11][NH:10][C:9]1=[O:13].Br[C:15]1[CH:20]=[CH:19][CH:18]=[C:17]([CH3:21])[CH:16]=1.N[C@@H]1CCCC[C@H]1N.P([O-])([O-])([O-])=O.[K+].[K+].[K+], predict the reaction product. The product is: [CH3:1][C:2]1[CH:7]=[CH:6][N:5]=[CH:4][C:3]=1[N:8]1[CH2:12][CH2:11][N:10]([C:15]2[CH:16]=[C:17]([CH3:21])[CH:18]=[CH:19][CH:20]=2)[C:9]1=[O:13]. (4) The product is: [CH2:77]([C@H:76]([NH:84][C:52](=[O:54])[C:51]1[CH:55]=[C:56]([N:58]2[CH2:62][CH2:61][CH2:60][C:59]2=[O:63])[CH:57]=[C:49]([O:48][CH:44]2[CH2:45][CH2:46][CH2:47]2)[CH:50]=1)[C@@H:75]([OH:85])[CH2:74][C@H:73]([C:72](=[O:87])[NH:71][CH:65]1[CH2:66][CH:67]2[CH2:70][CH:64]1[CH2:69][CH2:68]2)[CH3:86])[C:78]1[CH:79]=[CH:80][CH:81]=[CH:82][CH:83]=1. Given the reactants C([C@H](NC(=O)C1C=C(C2C=CC=CC=2)C=C(N2CCCC2=O)C=1)[C@@H](O)C[C@H](C(=O)NCCC(C)(C)C)C)C1C=CC=CC=1.[CH:44]1([O:48][C:49]2[CH:50]=[C:51]([CH:55]=[C:56]([N:58]3[CH2:62][CH2:61][CH2:60][C:59]3=[O:63])[CH:57]=2)[C:52]([OH:54])=O)[CH2:47][CH2:46][CH2:45]1.[CH:64]12[CH2:70][CH:67]([CH2:68][CH2:69]1)[CH2:66][CH:65]2[NH:71][C:72](=[O:87])[C@H:73]([CH3:86])[CH2:74][C@H:75]([OH:85])[C@@H:76]([NH2:84])[CH2:77][C:78]1[CH:83]=[CH:82][CH:81]=[CH:80][CH:79]=1, predict the reaction product.